Predict the reaction yield, written as a fraction of the theoretical maximum amount of product (1.0 means a 100% yield; for example, 0.34 means a 34% yield). From a dataset of Reaction yield outcomes from USPTO patents with 853,638 reactions. (1) The reactants are [H-].[Na+].[F:3][C:4]1[CH:5]=[C:6]([C:14]2[CH:15]=[C:16]3[C:21](=[CH:22][C:23]=2[O:24][CH3:25])[NH:20][C:19](=[O:26])[CH2:18][CH2:17]3)[CH:7]=[CH:8][C:9]=1[C:10]([F:13])([F:12])[F:11].Br[CH2:28][C:29]1[CH:34]=[CH:33][C:32]([F:35])=[CH:31][C:30]=1[F:36]. The catalyst is CN(C)C=O. The product is [F:36][C:30]1[CH:31]=[C:32]([F:35])[CH:33]=[CH:34][C:29]=1[CH2:28][N:20]1[C:21]2[C:16](=[CH:15][C:14]([C:6]3[CH:7]=[CH:8][C:9]([C:10]([F:11])([F:12])[F:13])=[C:4]([F:3])[CH:5]=3)=[C:23]([O:24][CH3:25])[CH:22]=2)[CH2:17][CH2:18][C:19]1=[O:26]. The yield is 0.520. (2) The reactants are [NH2:1][C:2]1[CH:7]=[CH:6][C:5]([CH3:8])=[CH:4][CH:3]=1.[C:9]12(P[C:9]34[CH2:18]C5C[CH:15]([CH2:17][CH:11](C5)[CH2:10]3)[CH2:16]4)[CH2:18]C3C[CH:15]([CH2:17][CH:11](C3)[CH2:10]1)[CH2:16]2.BrC1C=CC(C)=CC=1. The catalyst is C1(C)C=CC=CC=1. The product is [C:5]1([CH3:8])[CH:6]=[CH:7][C:2]([NH:1][C:17]2[CH:15]=[CH:16][C:9]([CH3:18])=[CH:10][CH:11]=2)=[CH:3][CH:4]=1. The yield is 0.740. (3) The reactants are [CH3:1][C:2]1[C:3]([CH2:21][S:22][C:23]2[NH:27][C:26]3[CH:28]=[CH:29][CH:30]=[CH:31][C:25]=3[N:24]=2)=[N:4][CH:5]=[CH:6][C:7]=1[O:8][CH2:9][CH:10]1[CH2:15][O:14][C:13]2([CH2:20][CH2:19][O:18][CH2:17][CH2:16]2)[O:12][CH2:11]1.C(N(CC)C(C)C)(C)C.[O-]O.C1(C(C)C)C=CC=CC=1.C(=O)([O-])[OH:53].[Na+]. The catalyst is CC(C)[O-].[Ti+4].CC(C)[O-].CC(C)[O-].CC(C)[O-]. The product is [CH3:1][C:2]1[C:3]([CH2:21][S:22]([C:23]2[NH:24][C:25]3[CH:31]=[CH:30][CH:29]=[CH:28][C:26]=3[N:27]=2)=[O:53])=[N:4][CH:5]=[CH:6][C:7]=1[O:8][CH2:9][CH:10]1[CH2:15][O:14][C:13]2([CH2:16][CH2:17][O:18][CH2:19][CH2:20]2)[O:12][CH2:11]1. The yield is 0.437. (4) The reactants are [NH:1]1[C:9]2[C:4](=[CH:5][C:6]([C:10]3([C:13]([O:15]C)=[O:14])[CH2:12][CH2:11]3)=[CH:7][CH:8]=2)[CH:3]=[CH:2]1.[Li+].[OH-].Cl. The catalyst is CO.O. The product is [NH:1]1[C:9]2[C:4](=[CH:5][C:6]([C:10]3([C:13]([OH:15])=[O:14])[CH2:12][CH2:11]3)=[CH:7][CH:8]=2)[CH:3]=[CH:2]1. The yield is 0.870. (5) The reactants are C1(P(C2C=CC=CC=2)C2C=CC=CC=2)C=CC=CC=1.[NH:20]1[CH2:25][CH2:24][CH2:23][CH:22]([CH:26](O)[CH2:27][CH3:28])[CH2:21]1.CCOC(/N=N/C(OCC)=O)=O.O1CCCCC1[N:48]1[C:56]2[C:51](=[CH:52][C:53]([C:57]3[N:61]=[CH:60][N:59](C(C4C=CC=CC=4)(C4C=CC=CC=4)C4C=CC=CC=4)[N:58]=3)=[CH:54][CH:55]=2)[C:50]([C:81]2[CH:82]=[C:83]([OH:87])[CH:84]=[CH:85][CH:86]=2)=[N:49]1.Cl. The catalyst is O1CCCC1. The product is [NH:58]1[C:57]([C:53]2[CH:52]=[C:51]3[C:56](=[CH:55][CH:54]=2)[NH:48][N:49]=[C:50]3[C:81]2[CH:86]=[CH:85][CH:84]=[C:83]([O:87][CH2:28][CH2:27][CH2:26][CH:22]3[CH2:23][CH2:24][CH2:25][NH:20][CH2:21]3)[CH:82]=2)=[N:61][CH:60]=[N:59]1. The yield is 0.320. (6) The reactants are Cl.Cl.[NH2:3][CH2:4][C@@:5]1([OH:13])[CH:10]2[CH2:11][CH2:12][N:7]([CH2:8][CH2:9]2)[CH2:6]1.C([O-])([O-])=O.[Cs+].[Cs+].[Br:20][C:21]1[CH:22]=[C:23]2[C:28](=[CH:29][CH:30]=1)[CH:27]=[N:26][C:25]([N:31]=[C:32]=S)=[CH:24]2.C(N=C=NC(C)C)(C)C. The catalyst is CN(C)C=O. The product is [Br:20][C:21]1[CH:22]=[C:23]2[C:28](=[CH:29][CH:30]=1)[CH:27]=[N:26][C:25]([NH:31][C:32]1[O:13][C@:5]3([CH2:4][N:3]=1)[CH:10]1[CH2:9][CH2:8][N:7]([CH2:12][CH2:11]1)[CH2:6]3)=[CH:24]2. The yield is 0.360. (7) The reactants are [CH3:1][C:2]1([CH2:7][CH:8]([CH2:14][CH2:15][CH3:16])[C:9]([O:11][CH2:12][CH3:13])=[O:10])OCC[O:3]1.O.C(OCC)(=O)C. The catalyst is CCCCCC.ClCCl. The product is [O:3]=[C:2]([CH3:1])[CH2:7][CH:8]([CH2:14][CH2:15][CH3:16])[C:9]([O:11][CH2:12][CH3:13])=[O:10]. The yield is 0.810. (8) The catalyst is CN(C)C=O.O.CC(O)C. The reactants are [N-]=[N+]=[N-].[Na+].[Cl-].[NH4+].COC(=O)C1C=CC(CN2C3C=CC(C#N)=CC=3C3C2=CC=CC=3)=CC=1.Cl.C[O:35][C:36](=[O:62])[C:37]1[CH:42]=[CH:41][C:40]([CH2:43][N:44]2[C:56]3[CH:55]=[CH:54][C:53]([C:57]4[NH:61][N:60]=[N:59][N:58]=4)=[CH:52][C:51]=3[C:50]3[C:45]2=[CH:46][CH:47]=[CH:48][CH:49]=3)=[CH:39][CH:38]=1.[OH-].[Na+]. The product is [C:36]([C:37]1[CH:38]=[CH:39][C:40]([CH2:43][N:44]2[C:56]3[CH:55]=[CH:54][C:53]([C:57]4[N:58]=[N:59][NH:60][N:61]=4)=[CH:52][C:51]=3[C:50]3[C:45]2=[CH:46][CH:47]=[CH:48][CH:49]=3)=[CH:41][CH:42]=1)([OH:62])=[O:35]. The yield is 0.900. (9) The reactants are [N+](C1C=CC(S([N:13]([C@H:20]2[CH2:24][CH2:23][N:22]([C:25]3[CH:37]=[CH:36][C:28]([C:29]([O:31][C:32]([CH3:35])([CH3:34])[CH3:33])=[O:30])=[CH:27][CH:26]=3)[CH2:21]2)[C:14]2[CH:19]=[CH:18][CH:17]=[CH:16][N:15]=2)(=O)=O)=CC=1)([O-])=O.[OH-].[Li+].C(O)(=O)CS. The catalyst is CN(C=O)C. The product is [N:15]1[CH:16]=[CH:17][CH:18]=[CH:19][C:14]=1[NH:13][C@H:20]1[CH2:24][CH2:23][N:22]([C:25]2[CH:37]=[CH:36][C:28]([C:29]([O:31][C:32]([CH3:33])([CH3:34])[CH3:35])=[O:30])=[CH:27][CH:26]=2)[CH2:21]1. The yield is 0.470.